This data is from TCR-epitope binding with 47,182 pairs between 192 epitopes and 23,139 TCRs. The task is: Binary Classification. Given a T-cell receptor sequence (or CDR3 region) and an epitope sequence, predict whether binding occurs between them. (1) The epitope is VLWAHGFEL. The TCR CDR3 sequence is CASSLGQGADYGYTF. Result: 1 (the TCR binds to the epitope). (2) The epitope is RQLLFVVEV. The TCR CDR3 sequence is CASSSPTTSEETQYF. Result: 1 (the TCR binds to the epitope). (3) The epitope is FLNRFTTTL. The TCR CDR3 sequence is CASSSGVAGALQETQYF. Result: 0 (the TCR does not bind to the epitope).